Dataset: Forward reaction prediction with 1.9M reactions from USPTO patents (1976-2016). Task: Predict the product of the given reaction. (1) Given the reactants C([O:8][C@H:9]1[C@H:14]([O:15]CC2C=CC=CC=2)[C@@H:13]([CH2:23][O:24][P:25]([OH:28])([OH:27])=[O:26])[CH2:12][C@H:11]([OH:29])[C@@H:10]1[NH:30]CC1C=CC=CC=1)C1C=CC=CC=1, predict the reaction product. The product is: [NH2:30][C@@H:10]1[C@@H:9]([OH:8])[C@H:14]([OH:15])[C@@H:13]([CH2:23][O:24][P:25]([OH:28])([OH:27])=[O:26])[CH2:12][C@@H:11]1[OH:29]. (2) Given the reactants [Cl:1][C:2]1[C:6]([Cl:7])=[C:5]([CH3:8])[NH:4][C:3]=1[C:9]([NH:11][CH:12]1[CH2:17][CH2:16][N:15]([C:18]2[S:19][CH:20]=[CH:21][N:22]=2)[CH2:14][CH2:13]1)=[O:10].Cl[S:24]([OH:27])(=[O:26])=[O:25].O, predict the reaction product. The product is: [Cl:1][C:2]1[C:6]([Cl:7])=[C:5]([CH3:8])[NH:4][C:3]=1[C:9]([NH:11][CH:12]1[CH2:13][CH2:14][N:15]([C:18]2[S:19][C:20]([S:24]([OH:27])(=[O:26])=[O:25])=[CH:21][N:22]=2)[CH2:16][CH2:17]1)=[O:10]. (3) Given the reactants [CH3:1][C:2]1[S:11][C:10]2[NH:9][C:8]3[CH:12]=[CH:13][CH:14]=[CH:15][C:7]=3[NH:6][C:5](=O)[C:4]=2[CH:3]=1.P12(SP3(SP(SP(S3)(S1)=S)(=S)S2)=S)=[S:18].C(O)C.O, predict the reaction product. The product is: [CH3:1][C:2]1[S:11][C:10]2[NH:9][C:8]3[CH:12]=[CH:13][CH:14]=[CH:15][C:7]=3[NH:6][C:5](=[S:18])[C:4]=2[CH:3]=1. (4) Given the reactants [CH3:1][C:2]1[N:3]([CH2:18][CH2:19][O:20][CH2:21][CH2:22][CH2:23][C:24]2[CH:25]=[N:26][CH:27]=[CH:28][CH:29]=2)[C:4]2[C:13]3[C:8](=[CH:9][CH:10]=[CH:11][CH:12]=3)[N:7]3N=N[N:16]=[C:6]3[C:5]=2[N:17]=1.C1(P(C2C=CC=CC=2)C2C=CC=CC=2)C=CC=CC=1.[OH-].[Na+].O, predict the reaction product. The product is: [CH3:1][C:2]1[N:3]([CH2:18][CH2:19][O:20][CH2:21][CH2:22][CH2:23][C:24]2[CH:25]=[N:26][CH:27]=[CH:28][CH:29]=2)[C:4]2[C:13]3[CH:12]=[CH:11][CH:10]=[CH:9][C:8]=3[N:7]=[C:6]([NH2:16])[C:5]=2[N:17]=1. (5) Given the reactants [H-].[Na+].[OH:3][C:4]1[C:5]([CH3:18])=[C:6]([CH:11]=[CH:12][C:13]=1[S:14]([CH3:17])(=[O:16])=[O:15])[C:7]([O:9][CH3:10])=[O:8].[CH3:19][O:20][CH2:21][CH2:22]Br.[I-].[K+], predict the reaction product. The product is: [CH3:19][O:20][CH2:21][CH2:22][O:3][C:4]1[C:5]([CH3:18])=[C:6]([CH:11]=[CH:12][C:13]=1[S:14]([CH3:17])(=[O:16])=[O:15])[C:7]([O:9][CH3:10])=[O:8].